This data is from Forward reaction prediction with 1.9M reactions from USPTO patents (1976-2016). The task is: Predict the product of the given reaction. (1) Given the reactants [BH4-].[Na+].[CH3:3][O:4][C:5]1[CH:6]=[C:7]2[C:12](=[CH:13][CH:14]=1)[C:11]([C:15]1[CH:20]=[CH:19][CH:18]=[CH:17][CH:16]=1)=[N:10][CH2:9][CH2:8]2, predict the reaction product. The product is: [CH3:3][O:4][C:5]1[CH:6]=[C:7]2[C:12](=[CH:13][CH:14]=1)[CH:11]([C:15]1[CH:20]=[CH:19][CH:18]=[CH:17][CH:16]=1)[NH:10][CH2:9][CH2:8]2. (2) Given the reactants [CH2:1]([N:8]([CH2:20][CH2:21][C:22]1[CH:27]=[CH:26][C:25]([O:28][CH2:29][C:30]2[CH:35]=[CH:34][CH:33]=[CH:32][CH:31]=2)=[CH:24][CH:23]=1)[CH:9]([CH3:19])[C:10]([C:12]1[CH:17]=[CH:16][C:15]([OH:18])=[CH:14][CH:13]=1)=[O:11])[C:2]1[CH:7]=[CH:6][CH:5]=[CH:4][CH:3]=1.[ClH:36], predict the reaction product. The product is: [ClH:36].[CH2:1]([N:8]([CH2:20][CH2:21][C:22]1[CH:23]=[CH:24][C:25]([O:28][CH2:29][C:30]2[CH:31]=[CH:32][CH:33]=[CH:34][CH:35]=2)=[CH:26][CH:27]=1)[CH:9]([CH3:19])[C:10]([C:12]1[CH:17]=[CH:16][C:15]([OH:18])=[CH:14][CH:13]=1)=[O:11])[C:2]1[CH:7]=[CH:6][CH:5]=[CH:4][CH:3]=1.